This data is from Reaction yield outcomes from USPTO patents with 853,638 reactions. The task is: Predict the reaction yield, written as a fraction of the theoretical maximum amount of product (1.0 means a 100% yield; for example, 0.34 means a 34% yield). (1) The reactants are [CH3:1][O:2][CH:3]([O:21][CH3:22])[CH:4]1[S:8][C:7]([C:9]2[NH:10][C:11]3[C:16]([CH:17]=2)=[CH:15][CH:14]=[CH:13][C:12]=3[N+:18]([O-])=O)=[N:6][CH2:5]1.O.NN. The catalyst is C(O)C.O1CCCC1.[C].[Pd]. The yield is 0.760. The product is [CH3:22][O:21][CH:3]([O:2][CH3:1])[CH:4]1[S:8][C:7]([C:9]2[NH:10][C:11]3[C:16]([CH:17]=2)=[CH:15][CH:14]=[CH:13][C:12]=3[NH2:18])=[N:6][CH2:5]1. (2) The reactants are [CH2:1]([O:8][C:9]1[N:10]=[N:11][C:12](Cl)=[CH:13][C:14]=1[O:15][CH2:16][C:17]1[CH:22]=[CH:21][CH:20]=[CH:19][CH:18]=1)[C:2]1[CH:7]=[CH:6][CH:5]=[CH:4][CH:3]=1.C(=O)([O-])[O-].[Cs+].[Cs+].[CH2:30](B1C2CCCC1CCC2)[C:31]1[CH:36]=[CH:35][CH:34]=[CH:33][CH:32]=1. The catalyst is O1CCCC1.O.C(OCC)(=O)C.C1C=CC(P(C2C=CC=CC=2)[C-]2C=CC=C2)=CC=1.C1C=CC(P(C2C=CC=CC=2)[C-]2C=CC=C2)=CC=1.Cl[Pd]Cl.[Fe+2]. The product is [CH2:30]([C:12]1[N:11]=[N:10][C:9]([O:8][CH2:1][C:2]2[CH:7]=[CH:6][CH:5]=[CH:4][CH:3]=2)=[C:14]([O:15][CH2:16][C:17]2[CH:22]=[CH:21][CH:20]=[CH:19][CH:18]=2)[CH:13]=1)[C:31]1[CH:36]=[CH:35][CH:34]=[CH:33][CH:32]=1. The yield is 0.640. (3) The reactants are [Br:1][C:2]1[CH:3]=[C:4]([OH:8])[CH:5]=[CH:6][CH:7]=1.Cl.Cl[CH2:11][CH2:12][N:13]([CH3:15])[CH3:14].C(=O)([O-])[O-].[K+].[K+].[I-].[K+]. The catalyst is CN(C)C=O.C(OCC)(=O)C.O. The product is [Br:1][C:2]1[CH:3]=[C:4]([CH:5]=[CH:6][CH:7]=1)[O:8][CH2:11][CH2:12][N:13]([CH3:15])[CH3:14]. The yield is 0.240. (4) The reactants are [F:1][C:2]1[C:10]([O:11][C:12]2[C:21]3[C:16](=[CH:17][C:18]([O:24][CH2:25][CH:26]4[CH2:31][CH2:30][NH:29][CH2:28][CH2:27]4)=[C:19]([O:22][CH3:23])[CH:20]=3)[N:15]=[CH:14][N:13]=2)=[CH:9][CH:8]=[C:7]2[C:3]=1[CH:4]=[C:5]([CH3:32])[NH:6]2.C(N(C(C)C)CC)(C)C.FC(F)(F)S(O[CH2:48][C:49]([F:52])([F:51])[F:50])(=O)=O. The catalyst is O1CCCC1. The product is [F:1][C:2]1[C:10]([O:11][C:12]2[C:21]3[C:16](=[CH:17][C:18]([O:24][CH2:25][CH:26]4[CH2:31][CH2:30][N:29]([CH2:48][C:49]([F:52])([F:51])[F:50])[CH2:28][CH2:27]4)=[C:19]([O:22][CH3:23])[CH:20]=3)[N:15]=[CH:14][N:13]=2)=[CH:9][CH:8]=[C:7]2[C:3]=1[CH:4]=[C:5]([CH3:32])[NH:6]2. The yield is 0.440. (5) The reactants are [CH:1]1([C:4]2[C:5]([N:24]([C:29]3[CH:34]=[CH:33][C:32]([B:35]4[O:39]C(C)(C)C(C)(C)[O:36]4)=[C:31]([F:44])[CH:30]=3)[S:25]([CH3:28])(=[O:27])=[O:26])=[CH:6][C:7]3[O:11][C:10]([C:12]4[CH:17]=[CH:16][C:15]([F:18])=[CH:14][CH:13]=4)=[C:9]([C:19]([NH:21][CH3:22])=[O:20])[C:8]=3[CH:23]=2)[CH2:3][CH2:2]1.Cl.C1(B(O)O)C=CC=CC=1. The catalyst is C1COCC1. The product is [CH:1]1([C:4]2[C:5]([N:24]([C:29]3[CH:34]=[CH:33][C:32]([B:35]([OH:36])[OH:39])=[C:31]([F:44])[CH:30]=3)[S:25]([CH3:28])(=[O:26])=[O:27])=[CH:6][C:7]3[O:11][C:10]([C:12]4[CH:17]=[CH:16][C:15]([F:18])=[CH:14][CH:13]=4)=[C:9]([C:19](=[O:20])[NH:21][CH3:22])[C:8]=3[CH:23]=2)[CH2:3][CH2:2]1. The yield is 0.420.